Dataset: Full USPTO retrosynthesis dataset with 1.9M reactions from patents (1976-2016). Task: Predict the reactants needed to synthesize the given product. (1) The reactants are: [C:1]([O:5][C:6]([NH:8][CH2:9][C@H:10]1[CH2:15][CH2:14][C@H:13]([C:16]([NH:18][C@H:19]([C:37](=[O:50])[NH:38][C:39]2[CH:44]=[CH:43][C:42]([C:45]3[NH:49][N:48]=[N:47][N:46]=3)=[CH:41][CH:40]=2)[CH2:20][C:21]2[CH:22]=[C:23]([C:27]3[C:32]([CH3:33])=[CH:31][CH:30]=[C:29]([C:34](O)=[O:35])[CH:28]=3)[CH:24]=[CH:25][CH:26]=2)=[O:17])[CH2:12][CH2:11]1)=[O:7])([CH3:4])([CH3:3])[CH3:2].[NH2:51][CH:52]1[CH:57]2[CH:53]1[CH2:54][N:55]([C:58]([O:60][C:61]([CH3:64])([CH3:63])[CH3:62])=[O:59])[CH2:56]2.F[P-](F)(F)(F)(F)F.CN(C(ON1C2=NC=CC=C2N=N1)=[N+](C)C)C.C(N(CC)C(C)C)(C)C. Given the product [C:1]([O:5][C:6]([NH:8][CH2:9][C@H:10]1[CH2:15][CH2:14][C@H:13]([C:16]([NH:18][C@H:19]([C:37](=[O:50])[NH:38][C:39]2[CH:40]=[CH:41][C:42]([C:45]3[NH:49][N:48]=[N:47][N:46]=3)=[CH:43][CH:44]=2)[CH2:20][C:21]2[CH:22]=[C:23]([C:27]3[C:32]([CH3:33])=[CH:31][CH:30]=[C:29]([C:34]([NH:51][CH:52]4[CH:57]5[CH:53]4[CH2:54][N:55]([C:58]([O:60][C:61]([CH3:64])([CH3:63])[CH3:62])=[O:59])[CH2:56]5)=[O:35])[CH:28]=3)[CH:24]=[CH:25][CH:26]=2)=[O:17])[CH2:12][CH2:11]1)=[O:7])([CH3:4])([CH3:2])[CH3:3], predict the reactants needed to synthesize it. (2) Given the product [F:11][C:12]1[CH:19]=[C:18]([N:20]2[CH:24]=[CH:23][CH:22]=[N:21]2)[CH:17]=[CH:16][C:13]=1[CH:14]=[O:26], predict the reactants needed to synthesize it. The reactants are: [H-].C([Al+]CC(C)C)C(C)C.[F:11][C:12]1[CH:19]=[C:18]([N:20]2[CH:24]=[CH:23][CH:22]=[N:21]2)[CH:17]=[CH:16][C:13]=1[C:14]#N.C[OH:26].Cl. (3) Given the product [I:1][C:2]1[CH:3]=[C:4]([N+:9]([O-:11])=[O:10])[C:5]([Br:18])=[N:6][CH:7]=1, predict the reactants needed to synthesize it. The reactants are: [I:1][C:2]1[CH:3]=[C:4]([N+:9]([O-:11])=[O:10])[C:5](N)=[N:6][CH:7]=1.N([O-])=O.[Na+].[NH4+].[OH-].[BrH:18]. (4) Given the product [Cl:1][C:2]1[N:7]=[C:6]([NH2:8])[C:5]([NH2:9])=[CH:4][CH:3]=1, predict the reactants needed to synthesize it. The reactants are: [Cl:1][C:2]1[N:7]=[C:6]([NH2:8])[C:5]([N+:9]([O-])=O)=[CH:4][CH:3]=1.[BH4-].[Na+].C(=O)([O-])[O-].[K+].[K+].